This data is from Full USPTO retrosynthesis dataset with 1.9M reactions from patents (1976-2016). The task is: Predict the reactants needed to synthesize the given product. (1) Given the product [Cl:17][C:18]1[N:19]=[C:20]([N:25]2[CH2:30][CH2:29][O:28][CH2:27][CH2:26]2)[N:21]=[C:22]([N:4]2[C@@H:3]([CH2:1][CH3:2])[C@H:7]([C:8]3[CH:13]=[CH:12][C:11]([O:14][CH3:15])=[CH:10][CH:9]=3)[O:6][C:5]2=[O:16])[CH:23]=1, predict the reactants needed to synthesize it. The reactants are: [CH2:1]([C@@H:3]1[C@@H:7]([C:8]2[CH:13]=[CH:12][C:11]([O:14][CH3:15])=[CH:10][CH:9]=2)[O:6][C:5](=[O:16])[NH:4]1)[CH3:2].[Cl:17][C:18]1[CH:23]=[C:22](Cl)[N:21]=[C:20]([N:25]2[CH2:30][CH2:29][O:28][CH2:27][CH2:26]2)[N:19]=1. (2) Given the product [CH:33]([O:36][CH2:37][CH2:38][NH:39][S:21]([NH:24][C:25](=[O:26])[O:19][CH2:18][C:12]1[C:13]([CH3:17])=[N:14][N:15]([CH3:16])[C:11]=1[N:7]1[C:8]2[C:4](=[CH:3][C:2]([Cl:1])=[CH:10][CH:9]=2)[CH:5]=[CH:6]1)(=[O:23])=[O:22])([CH3:35])[CH3:34], predict the reactants needed to synthesize it. The reactants are: [Cl:1][C:2]1[CH:3]=[C:4]2[C:8](=[CH:9][CH:10]=1)[N:7]([C:11]1[N:15]([CH3:16])[N:14]=[C:13]([CH3:17])[C:12]=1[CH2:18][OH:19])[CH:6]=[CH:5]2.Cl[S:21]([N:24]=[C:25]=[O:26])(=[O:23])=[O:22].N1C=CC=CC=1.[CH:33]([O:36][CH2:37][CH2:38][NH2:39])([CH3:35])[CH3:34]. (3) Given the product [F:26][C:25]1[CH:24]=[CH:23][C:10]([CH2:11][C:12]2[C:21]3[C:16](=[CH:17][CH:18]=[CH:19][CH:20]=3)[C:15](=[O:22])[NH:14][N:13]=2)=[CH:9][C:8]=1[C:6]([N:4]1[CH2:3][CH:2]([NH:1][CH2:30][CH2:29][CH:28]([CH3:32])[CH3:27])[CH2:5]1)=[O:7], predict the reactants needed to synthesize it. The reactants are: [NH2:1][CH:2]1[CH2:5][N:4]([C:6]([C:8]2[CH:9]=[C:10]([CH:23]=[CH:24][C:25]=2[F:26])[CH2:11][C:12]2[C:21]3[C:16](=[CH:17][CH:18]=[CH:19][CH:20]=3)[C:15](=[O:22])[NH:14][N:13]=2)=[O:7])[CH2:3]1.[CH3:27][CH:28]([CH3:32])[CH2:29][CH:30]=O.C(O[BH-](OC(=O)C)OC(=O)C)(=O)C.[Na+]. (4) Given the product [C:29]([O:33][CH:17]([C:1]1[C:14]2[C:15]3=[C:16]4[C:11](=[CH:12][CH:13]=2)[CH:10]=[CH:9][CH:8]=[C:7]4[CH:6]=[CH:5][C:4]3=[CH:3][CH:2]=1)[CH2:18][CH2:19][CH3:20])(=[O:35])[C:30]([CH3:32])=[CH2:31], predict the reactants needed to synthesize it. The reactants are: [C:1]1([CH2:17][CH2:18][CH2:19][CH2:20]O)[C:14]2[C:15]3=[C:16]4[C:11](=[CH:12][CH:13]=2)[CH:10]=[CH:9][CH:8]=[C:7]4[CH:6]=[CH:5][C:4]3=[CH:3][CH:2]=1.C(N(CC)CC)C.[C:29](Cl)(=[O:33])[C:30]([CH3:32])=[CH2:31].[O:35]1CCCC1.